Dataset: Catalyst prediction with 721,799 reactions and 888 catalyst types from USPTO. Task: Predict which catalyst facilitates the given reaction. (1) Reactant: [CH2:1]([N:8]1[CH2:12][CH2:11][C:10](O)(CNCCO)[CH2:9]1)[C:2]1[CH:7]=[CH:6][CH:5]=[CH:4][CH:3]=1.[OH-:19].[Na+]. Product: [CH2:1]([N:8]1[CH2:9][CH2:10][CH2:11][C:12]21[O:19][CH2:2][CH2:1][NH:8][CH2:9]2)[C:2]1[CH:3]=[CH:4][CH:5]=[CH:6][CH:7]=1. The catalyst class is: 445. (2) Reactant: [NH2:1][C:2]1[CH:3]=[N:4][C:5]2[C:10]([C:11]=1[NH:12][CH2:13][C:14]([CH3:17])([OH:16])[CH3:15])=[CH:9][CH:8]=[C:7]([O:18][CH2:19][C:20]1[CH:25]=[CH:24][CH:23]=[CH:22][CH:21]=1)[CH:6]=2.N1C=CC=CC=1.[CH3:32][O:33][CH2:34][CH2:35][C:36](Cl)=O. Product: [CH2:19]([O:18][C:7]1[CH:8]=[CH:9][C:10]2[C:11]3[N:12]([CH2:13][C:14]([CH3:17])([OH:16])[CH3:15])[C:36]([CH2:35][CH2:34][O:33][CH3:32])=[N:1][C:2]=3[CH:3]=[N:4][C:5]=2[CH:6]=1)[C:20]1[CH:25]=[CH:24][CH:23]=[CH:22][CH:21]=1. The catalyst class is: 11. (3) Reactant: Cl[CH2:2][CH2:3][CH2:4][CH2:5][C:6]([NH:8][C:9]1[CH:18]=[CH:17][C:12]([C:13]([O:15][CH3:16])=[O:14])=[CH:11][C:10]=1[O:19][CH3:20])=[O:7].[K].CC(C)([O-])C. Product: [CH3:20][O:19][C:10]1[CH:11]=[C:12]([CH:17]=[CH:18][C:9]=1[N:8]1[CH2:2][CH2:3][CH2:4][CH2:5][C:6]1=[O:7])[C:13]([O:15][CH3:16])=[O:14]. The catalyst class is: 3. (4) Reactant: [Br:1][C:2]1[CH:3]=[CH:4][CH:5]=[C:6]2[C:11]=1[NH:10][C:9](=O)[N:8]([CH3:13])[C:7]2=[O:14].P(Cl)(Cl)([Cl:17])=O.C(N(C(C)C)C(C)C)C. Product: [Br:1][C:2]1[CH:3]=[CH:4][CH:5]=[C:6]2[C:11]=1[N:10]=[C:9]([Cl:17])[N:8]([CH3:13])[C:7]2=[O:14]. The catalyst class is: 2. (5) Reactant: Br[CH2:2][C:3]([NH:5][C:6]1[CH:11]=[CH:10][C:9]([O:12][CH3:13])=[CH:8][C:7]=1[N+:14]([O-:16])=[O:15])=[O:4].C(=O)([O-])[O-].[Na+].[Na+].Cl.[CH3:24][O:25][C:26]1[CH:31]=[CH:30][C:29]([N:32]2[CH2:37][CH2:36][NH:35][CH2:34][CH2:33]2)=[CH:28][C:27]=1[C:38]([F:41])([F:40])[F:39]. Product: [CH3:13][O:12][C:9]1[CH:10]=[CH:11][C:6]([NH:5][C:3](=[O:4])[CH2:2][N:35]2[CH2:34][CH2:33][N:32]([C:29]3[CH:30]=[CH:31][C:26]([O:25][CH3:24])=[C:27]([C:38]([F:40])([F:41])[F:39])[CH:28]=3)[CH2:37][CH2:36]2)=[C:7]([N+:14]([O-:16])=[O:15])[CH:8]=1. The catalyst class is: 8. (6) Reactant: C([N:8]1[CH2:13][CH2:12][C:11]2[CH:14]=[C:15]([C:17]([O:19][CH2:20][CH3:21])=[O:18])[NH:16][C:10]=2[CH2:9]1)C1C=CC=CC=1. Product: [NH:16]1[C:10]2[CH2:9][NH:8][CH2:13][CH2:12][C:11]=2[CH:14]=[C:15]1[C:17]([O:19][CH2:20][CH3:21])=[O:18]. The catalyst class is: 29. (7) Reactant: C([O:3][C:4](=O)[CH2:5][N:6]1[CH:10]=[C:9]([C:11]2[CH:12]=[C:13]3[C:19]([C:20]4[N:25]=[C:24]([O:26][CH:27]5[CH2:32][CH2:31][N:30]([C:33]([O:35][C:36]([CH3:39])([CH3:38])[CH3:37])=[O:34])[CH2:29][CH2:28]5)[CH:23]=[N:22][CH:21]=4)=[CH:18][N:17]([S:40]([C:43]4[CH:48]=[CH:47][CH:46]=[CH:45][CH:44]=4)(=[O:42])=[O:41])[C:14]3=[N:15][CH:16]=2)[CH:8]=[N:7]1)C.[H-].[Al+3].[Li+].[H-].[H-].[H-].O.O.O.O.O.O.O.O.O.O.S([O-])([O-])(=O)=O.[Na+].[Na+]. Product: [OH:3][CH2:4][CH2:5][N:6]1[CH:10]=[C:9]([C:11]2[CH:12]=[C:13]3[C:19]([C:20]4[N:25]=[C:24]([O:26][CH:27]5[CH2:28][CH2:29][N:30]([C:33]([O:35][C:36]([CH3:38])([CH3:39])[CH3:37])=[O:34])[CH2:31][CH2:32]5)[CH:23]=[N:22][CH:21]=4)=[CH:18][N:17]([S:40]([C:43]4[CH:44]=[CH:45][CH:46]=[CH:47][CH:48]=4)(=[O:41])=[O:42])[C:14]3=[N:15][CH:16]=2)[CH:8]=[N:7]1. The catalyst class is: 7. (8) Product: [CH3:23][C:18]1[N:19]=[CH:20][CH:21]=[C:22]2[C:17]=1[CH:16]=[CH:15][C:14]([O:9][CH2:8][CH2:7][N:1]1[CH2:6][CH2:5][CH2:4][CH2:3][CH2:2]1)=[N:13]2. Reactant: [N:1]1([CH2:7][CH2:8][OH:9])[CH2:6][CH2:5][CH2:4][CH2:3][CH2:2]1.[H-].[Na+].[Cl-].[N:13]1[C:22]2[C:17](=[CH:18][N:19]=[CH:20][CH:21]=2)[CH:16]=[CH:15][CH:14]=1.[CH3:23]N(C=O)C. The catalyst class is: 161. (9) Reactant: [CH:1]1([CH2:5][O:6][C:7]2[N:8]=[CH:9][C:10]([C:13]([O:15]CC)=[O:14])=[N:11][CH:12]=2)[CH2:4][CH2:3][CH2:2]1.[OH-].[Na+]. Product: [CH:1]1([CH2:5][O:6][C:7]2[N:8]=[CH:9][C:10]([C:13]([OH:15])=[O:14])=[N:11][CH:12]=2)[CH2:2][CH2:3][CH2:4]1. The catalyst class is: 5. (10) Reactant: C[O:2][C:3](=O)[CH2:4][S:5][CH:6]([C:11]1[CH:16]=[CH:15][C:14]([N+:17]([O-:19])=[O:18])=[CH:13][CH:12]=1)[CH2:7][N+:8]([O-])=O. Product: [N+:17]([C:14]1[CH:15]=[CH:16][C:11]([CH:6]2[CH2:7][NH:8][C:3](=[O:2])[CH2:4][S:5]2)=[CH:12][CH:13]=1)([O-:19])=[O:18]. The catalyst class is: 763.